From a dataset of Full USPTO retrosynthesis dataset with 1.9M reactions from patents (1976-2016). Predict the reactants needed to synthesize the given product. (1) The reactants are: [Cl:1][C:2]1[N:7]2[N:8]=[C:9]([C:11]3[CH:16]=[CH:15][CH:14]=[C:13]([Cl:17])[CH:12]=3)[CH:10]=[C:6]2[N:5]=[C:4]([CH3:18])[C:3]=1[CH:19]([OH:24])[C:20]([O:22][CH3:23])=[O:21].CC(OI1(OC(C)=O)(OC(C)=O)OC(=O)C2C1=CC=CC=2)=O. Given the product [Cl:1][C:2]1[N:7]2[N:8]=[C:9]([C:11]3[CH:16]=[CH:15][CH:14]=[C:13]([Cl:17])[CH:12]=3)[CH:10]=[C:6]2[N:5]=[C:4]([CH3:18])[C:3]=1[C:19](=[O:24])[C:20]([O:22][CH3:23])=[O:21], predict the reactants needed to synthesize it. (2) Given the product [CH3:53][CH2:12][C@@H:11]([OH:54])[C@@:10]([OH:56])([C@@H:9]1[O:24][C:22](=[O:23])[C@H:21]([CH3:25])[C@@H:20]([O:26][C@@H:27]2[O:32][C@@H:31]([CH3:33])[C@H:30]([OH:34])[C@@:29]([O:36][CH3:37])([CH3:35])[CH2:28]2)[C@H:19]([CH3:38])[C@@H:18]([O:39][C@@H:40]2[O:45][C@H:44]([CH3:46])[CH2:43][C@H:42]([N:47]([CH3:49])[CH3:48])[C@H:41]2[OH:50])[C@:16]2([CH3:51])[O:17][C:13](=[C:14]([CH3:52])[CH2:15]2)[C@@H:8]1[CH3:7])[CH3:55], predict the reactants needed to synthesize it. The reactants are: C(=O)([O-])[O-].[K+].[K+].[CH3:7][CH2:8][C@H:9]1[O:24][C:22](=[O:23])[C@H:21]([CH3:25])[C@@H:20]([O:26][C@@H:27]2[O:32][C@@H:31]([CH3:33])[C@H:30]([OH:34])[C@@:29]([O:36][CH3:37])([CH3:35])[CH2:28]2)[C@H:19]([CH3:38])[C@@H:18]([O:39][C@@H:40]2[O:45][C@H:44]([CH3:46])[CH2:43][C@H:42]([N:47]([CH3:49])[CH3:48])[C@H:41]2[OH:50])[C@:16]2([CH3:51])[O:17][C:13](=[C:14]([CH3:52])[CH2:15]2)[C@H:12]([CH3:53])[C@@H:11]([OH:54])[C@@:10]1([OH:56])[CH3:55]. (3) Given the product [Cl:9][C:6]1[CH:5]=[C:4]([C:20]([C:22]([F:25])([F:24])[F:23])=[CH2:21])[CH:3]=[C:2]([Cl:1])[C:7]=1[F:8], predict the reactants needed to synthesize it. The reactants are: [Cl:1][C:2]1[CH:3]=[C:4](B2OC(C)(C)C(C)(C)O2)[CH:5]=[C:6]([Cl:9])[C:7]=1[F:8].Br[C:20]([C:22]([F:25])([F:24])[F:23])=[CH2:21].C([O-])([O-])=O.[Cs+].[Cs+]. (4) Given the product [CH3:2][C:26]1[C:27]([C:35]2[CH:23]=[CH:22][C:21]([O:24][C:37]3[C:38]4[S:45][C:44]([S:46][CH3:47])=[N:43][C:39]=4[N:40]=[CH:41][N:42]=3)=[CH:20][C:19]=2[CH3:18])=[C:33]([CH3:32])[N:34]=[CH:30][N:31]=1, predict the reactants needed to synthesize it. The reactants are: F[C:2](F)(F)C(O)=O.CC1N([C:18]2[CH:23]=[CH:22][C:21]([OH:24])=[CH:20][CH:19]=2)C2C=CN=CC=2N=1.Br[C:26]1[N:31]2[CH:32]=[CH:33][N:34]=[C:30]2C=N[C:27]=1[CH3:35].Cl[C:37]1[C:38]2[S:45][C:44]([S:46][CH3:47])=[N:43][C:39]=2[N:40]=[CH:41][N:42]=1.[H-].[Na+]. (5) Given the product [CH2:1]([O:3][C:4]([CH:6]1[CH2:11][CH2:10][C:9]2([O:15][CH2:14][CH2:13][O:12]2)[CH2:8][CH2:7]1)=[O:5])[CH3:2], predict the reactants needed to synthesize it. The reactants are: [CH2:1]([O:3][C:4]([CH:6]1[CH2:11][CH2:10][C:9](=[O:12])[CH2:8][CH2:7]1)=[O:5])[CH3:2].[CH2:13](O)[CH2:14][OH:15].C1(C)C=CC(S(O)(=O)=O)=CC=1. (6) Given the product [F:21][C:18]([F:19])([F:20])[C:16]1[CH:15]=[CH:14][C:13]2[S:22][C:6]([C:5]3[CH:9]=[CH:10][C:2]([NH2:1])=[CH:3][CH:4]=3)=[N:11][C:12]=2[CH:17]=1, predict the reactants needed to synthesize it. The reactants are: [NH2:1][C:2]1[CH:10]=[CH:9][C:5]([C:6](O)=O)=[CH:4][CH:3]=1.[NH2:11][C:12]1[CH:17]=[C:16]([C:18]([F:21])([F:20])[F:19])[CH:15]=[CH:14][C:13]=1[SH:22].